This data is from Reaction yield outcomes from USPTO patents with 853,638 reactions. The task is: Predict the reaction yield, written as a fraction of the theoretical maximum amount of product (1.0 means a 100% yield; for example, 0.34 means a 34% yield). (1) The reactants are [F:1][C:2]1[CH:10]=[CH:9][C:8]([CH2:11][C:12]2[C:21]3[C:16](=[CH:17][CH:18]=[CH:19][CH:20]=3)[C:15](=[O:22])[NH:14][N:13]=2)=[CH:7][C:3]=1[C:4](O)=[O:5].[N:23]1(C(OC(C)(C)C)=O)[CH2:29][CH2:28][CH2:27][NH:26][CH2:25][CH2:24]1. No catalyst specified. The product is [N:23]1([C:4]([C:3]2[CH:7]=[C:8]([CH:9]=[CH:10][C:2]=2[F:1])[CH2:11][C:12]2[C:21]3[C:16](=[CH:17][CH:18]=[CH:19][CH:20]=3)[C:15](=[O:22])[NH:14][N:13]=2)=[O:5])[CH2:29][CH2:28][CH2:27][NH:26][CH2:25][CH2:24]1. The yield is 0.680. (2) The reactants are [CH3:1][O:2][C:3]1[CH:4]=[C:5]([CH2:19][NH2:20])[CH:6]=[CH:7][C:8]=1[O:9][CH2:10][C:11]1[CH:12]=[N:13][C:14]([O:17][CH3:18])=[CH:15][CH:16]=1.Cl[C:22]1[C:27]([N+:28]([O-:30])=[O:29])=[CH:26][C:25]([I:31])=[CH:24][N:23]=1.C(N(CC)C(C)C)(C)C. The catalyst is C(#N)C. The product is [I:31][C:25]1[CH:26]=[C:27]([N+:28]([O-:30])=[O:29])[C:22]([NH:20][CH2:19][C:5]2[CH:6]=[CH:7][C:8]([O:9][CH2:10][C:11]3[CH:12]=[N:13][C:14]([O:17][CH3:18])=[CH:15][CH:16]=3)=[C:3]([O:2][CH3:1])[CH:4]=2)=[N:23][CH:24]=1. The yield is 0.850. (3) The reactants are [CH3:1][N:2]1[CH2:7][CH2:6][NH:5][CH2:4][CH2:3]1.[F:8][C:9]1[CH:10]=[C:11]([CH:14]=[CH:15][C:16]=1[N+:17]([O-:19])=[O:18])[CH:12]=O.C(O)(=O)C.C(O[BH-](OC(=O)C)OC(=O)C)(=O)C.[Na+]. The catalyst is C1(C)C=CC=CC=1. The product is [F:8][C:9]1[CH:10]=[C:11]([CH2:12][N:5]2[CH2:6][CH2:7][N:2]([CH3:1])[CH2:3][CH2:4]2)[CH:14]=[CH:15][C:16]=1[N+:17]([O-:19])=[O:18]. The yield is 0.820. (4) The product is [NH2:11][CH2:10][CH:7]1[CH2:6][CH2:5][N:4]([CH2:3][CH2:2][OH:1])[CH2:9][CH2:8]1. The catalyst is C1COCC1. The yield is 0.470. The reactants are [OH:1][CH2:2][CH2:3][N:4]1[CH2:9][CH2:8][CH:7]([C:10]#[N:11])[CH2:6][CH2:5]1.S(C)C.O.C([O-])([O-])=O.[K+].[K+].